Dataset: Full USPTO retrosynthesis dataset with 1.9M reactions from patents (1976-2016). Task: Predict the reactants needed to synthesize the given product. (1) Given the product [CH3:35][C:7]([CH3:34])([CH2:8][CH2:9][CH2:10][CH2:11][CH2:12][CH2:13][CH2:14][CH2:15][CH2:16][CH2:17][CH2:18][CH2:19][C:20]([CH3:32])([CH3:33])[CH2:21][C:22]([O:24][CH2:25][CH3:26])=[O:23])[CH2:6][C:4]([O:3][CH2:1][CH3:2])=[O:5], predict the reactants needed to synthesize it. The reactants are: [CH2:1]([O:3][C:4]([CH:6](C(OCC)=O)[C:7]([CH3:35])([CH3:34])[CH2:8][CH2:9][CH2:10][CH2:11][CH2:12][CH2:13][CH2:14][CH2:15][CH2:16][CH2:17][CH2:18][CH2:19][C:20]([CH3:33])([CH3:32])[CH:21](C(OCC)=O)[C:22]([O:24][CH2:25][CH3:26])=[O:23])=[O:5])[CH3:2].[Cl-].[Na+].C(=O)(O)[O-].[Na+].Cl. (2) Given the product [Br:1][C:2]1[CH:7]=[CH:6][C:5]2[NH:8][N:11]=[N:9][C:4]=2[C:3]=1[F:10], predict the reactants needed to synthesize it. The reactants are: [Br:1][C:2]1[C:3]([F:10])=[C:4]([NH2:9])[C:5]([NH2:8])=[CH:6][CH:7]=1.[N:11]([O-])=O.[Na+].